Dataset: Catalyst prediction with 721,799 reactions and 888 catalyst types from USPTO. Task: Predict which catalyst facilitates the given reaction. Reactant: [NH2:1][C@H:2]([C:13]([NH2:15])=[O:14])[CH2:3][C:4]1[C:12]2[C:7](=[CH:8][CH:9]=[CH:10][CH:11]=2)[NH:6][CH:5]=1.[CH3:16][C:17]([O:20][C:21]([NH:23][C@H:24]([C:34](O)=[O:35])[CH2:25][S:26][CH2:27][C:28]1[CH:33]=[CH:32][CH:31]=[CH:30][CH:29]=1)=[O:22])([CH3:19])[CH3:18].O.ON1C2C=CC=CC=2N=N1.C1(N=C=NC2CCCCC2)CCCCC1. Product: [NH:23]([C:21]([O:20][C:17]([CH3:19])([CH3:18])[CH3:16])=[O:22])[C@H:24]([C:34]([NH:1][C@H:2]([C:13]([NH2:15])=[O:14])[CH2:3][C:4]1[C:12]2[C:7](=[CH:8][CH:9]=[CH:10][CH:11]=2)[NH:6][CH:5]=1)=[O:35])[CH2:25][S:26][CH2:27][C:28]1[CH:33]=[CH:32][CH:31]=[CH:30][CH:29]=1. The catalyst class is: 362.